From a dataset of Peptide-MHC class II binding affinity with 134,281 pairs from IEDB. Regression. Given a peptide amino acid sequence and an MHC pseudo amino acid sequence, predict their binding affinity value. This is MHC class II binding data. (1) The peptide sequence is EKKYFAAGQFEPLAA. The MHC is HLA-DQA10401-DQB10402 with pseudo-sequence HLA-DQA10401-DQB10402. The binding affinity (normalized) is 0.554. (2) The peptide sequence is SQDLELSWNLNGLIAY. The MHC is DRB1_1302 with pseudo-sequence DRB1_1302. The binding affinity (normalized) is 0.828. (3) The peptide sequence is AFKVAAPAANAAPAN. The MHC is DRB1_0401 with pseudo-sequence DRB1_0401. The binding affinity (normalized) is 0.548. (4) The peptide sequence is FFGQNTAAIAATEAQ. The MHC is DRB1_0101 with pseudo-sequence DRB1_0101. The binding affinity (normalized) is 0.688. (5) The peptide sequence is VCGMFTNRSGSQQW. The MHC is DRB3_0101 with pseudo-sequence DRB3_0101. The binding affinity (normalized) is 0.274. (6) The peptide sequence is KQENWNTDIKTLKFD. The MHC is DRB1_0404 with pseudo-sequence DRB1_0404. The binding affinity (normalized) is 0.409.